This data is from Reaction yield outcomes from USPTO patents with 853,638 reactions. The task is: Predict the reaction yield, written as a fraction of the theoretical maximum amount of product (1.0 means a 100% yield; for example, 0.34 means a 34% yield). (1) The reactants are C(OC([N:8]1[C:12]2[CH:13]=[CH:14][C:15]([Cl:17])=[CH:16][C:11]=2[N:10]=[C:9]1[CH:18]([NH:24][C:25](=[O:40])[C:26]1[CH:31]=[CH:30][C:29]([C:32]([N:34]2[CH2:38][CH2:37][CH2:36][CH2:35]2)=[O:33])=[C:28]([CH3:39])[CH:27]=1)[CH2:19][CH2:20][C:21]([OH:23])=O)=O)(C)(C)C.CN(C(ON1N=NC2C=CC=CC1=2)=[N+](C)C)C.[B-](F)(F)(F)F.C(N(C(C)C)CC)(C)C.[CH3:72][N:73]1[CH2:76][C:75]2([CH2:80][CH2:79][NH:78][CH2:77]2)[CH2:74]1.FC(F)(F)C(O)=O.ClCl. The catalyst is C(#N)C.C(OCC)(=O)C.C(O)C.C(N(CC)CC)C. The product is [Cl:17][C:15]1[CH:14]=[CH:13][C:12]2[NH:8][C:9]([C@@H:18]([NH:24][C:25](=[O:40])[C:26]3[CH:31]=[CH:30][C:29]([C:32]([N:34]4[CH2:35][CH2:36][CH2:37][CH2:38]4)=[O:33])=[C:28]([CH3:39])[CH:27]=3)[CH2:19][CH2:20][C:21]([N:78]3[CH2:79][CH2:80][C:75]4([CH2:76][N:73]([CH3:72])[CH2:74]4)[CH2:77]3)=[O:23])=[N:10][C:11]=2[CH:16]=1. The yield is 0.670. (2) The reactants are C[O:2][C:3]([C:5]1[CH:6]=[CH:7][C:8]2[CH2:9][C@H:10]3[C@@H:15]([C:16]=2[CH:17]=1)[CH2:14][CH2:13][CH2:12][N:11]3[C:18]([C:20]1[CH:28]=[CH:27][C:23]2[NH:24][CH:25]=[N:26][C:22]=2[CH:21]=1)=[O:19])=[O:4].COC(C1C=CC2[C@@H]3[C@@H](N(C(C4C=CC5NC=NC=5C=4)=O)CCC3)CC=2C=1)=O. No catalyst specified. The product is [NH:24]1[C:23]2[CH:27]=[CH:28][C:20]([C:18]([N:11]3[CH2:12][CH2:13][CH2:14][C@@H:15]4[C:16]5[CH:17]=[C:5]([C:3]([OH:4])=[O:2])[CH:6]=[CH:7][C:8]=5[CH2:9][C@H:10]34)=[O:19])=[CH:21][C:22]=2[N:26]=[CH:25]1. The yield is 0.0400. (3) The reactants are [CH:1]1([NH:6][C:7]2[N:12]3[N:13]=[C:14]([C:36]4[CH:41]=[CH:40][C:39]([F:42])=[CH:38][CH:37]=4)[C:15]([C:16]4[CH:21]=[C:20]([CH2:22][O:23]C5CCCCO5)[N:19]=[C:18]([NH:30][CH:31]5[CH2:35][CH2:34][CH2:33][CH2:32]5)[N:17]=4)=[C:11]3[CH:10]=[CH:9][CH:8]=2)[CH2:5][CH2:4][CH2:3][CH2:2]1.Cl.C(=O)(O)[O-].[Na+].CCOCC. The catalyst is O1CCCC1. The product is [CH:31]1([NH:30][C:18]2[N:19]=[C:20]([CH2:22][OH:23])[CH:21]=[C:16]([C:15]3[C:14]([C:36]4[CH:37]=[CH:38][C:39]([F:42])=[CH:40][CH:41]=4)=[N:13][N:12]4[C:7]([NH:6][CH:1]5[CH2:2][CH2:3][CH2:4][CH2:5]5)=[CH:8][CH:9]=[CH:10][C:11]=34)[N:17]=2)[CH2:35][CH2:34][CH2:33][CH2:32]1. The yield is 0.710. (4) The reactants are [N+:1]([C:4]1[CH:13]=[C:12]2[C:7]([CH2:8][CH2:9][CH2:10][C:11]2=[N:14]O)=[CH:6][CH:5]=1)([O-])=O. The catalyst is CO. The product is [CH:11]1([NH2:14])[C:12]2[C:7](=[CH:6][CH:5]=[C:4]([NH2:1])[CH:13]=2)[CH2:8][CH2:9][CH2:10]1. The yield is 0.960.